Dataset: Forward reaction prediction with 1.9M reactions from USPTO patents (1976-2016). Task: Predict the product of the given reaction. (1) Given the reactants [CH3:1][O:2][C:3]1[CH:14]=[CH:13][C:6]2[CH:7]=[C:8](B(O)O)[O:9][C:5]=2[CH:4]=1.[N:15]1[C:16](=O)[NH:17][CH:18]=[C:19]2[C:24]=1[CH:23]=[CH:22][CH:21]=[CH:20]2.C([O-])(=[O:28])C.[Na+].C1(C)C=CC=CC=1, predict the reaction product. The product is: [CH3:1][O:2][C:3]1[CH:14]=[CH:13][C:6]2[CH:7]=[C:8]([C:16]3[NH:17][C:18](=[O:28])[C:19]4[C:24](=[CH:23][CH:22]=[CH:21][CH:20]=4)[N:15]=3)[O:9][C:5]=2[CH:4]=1. (2) Given the reactants [O:1]1[C:5]2[CH:6]=[CH:7][CH:8]=[CH:9][C:4]=2[CH:3]=[C:2]1[C:10]([NH2:12])=[O:11].[C:13](Cl)(=[O:15])[CH3:14].[Al+3].[Cl-].[Cl-].[Cl-].Cl, predict the reaction product. The product is: [C:13]([C:8]1[CH:7]=[CH:6][C:5]2[O:1][C:2]([C:10]([NH2:12])=[O:11])=[CH:3][C:4]=2[CH:9]=1)(=[O:15])[CH3:14]. (3) Given the reactants [CH3:1][N:2]1[CH2:28][CH2:27][C:5]2[N:6]([CH2:14][CH:15](OS(C)(=O)=O)[C:16]3[CH:21]=[CH:20][N:19]=[CH:18][CH:17]=3)[C:7]3[CH:8]=[CH:9][C:10]([CH3:13])=[CH:11][C:12]=3[C:4]=2[CH2:3]1.[CH:29]1([NH2:32])[CH2:31][CH2:30]1, predict the reaction product. The product is: [CH:29]1([NH:32][CH:15]([C:16]2[CH:21]=[CH:20][N:19]=[CH:18][CH:17]=2)[CH2:14][N:6]2[C:7]3[CH:8]=[CH:9][C:10]([CH3:13])=[CH:11][C:12]=3[C:4]3[CH2:3][N:2]([CH3:1])[CH2:28][CH2:27][C:5]2=3)[CH2:31][CH2:30]1. (4) The product is: [BrH:26].[CH3:1][N:2]([CH2:9][CH2:10][O:11][C:12]1[CH:25]=[CH:24][C:15]([CH2:16][CH:17]2[S:21][C:20](=[O:22])[NH:19][C:18]2=[O:23])=[CH:14][CH:13]=1)[C:3]1[CH:8]=[CH:7][CH:6]=[CH:5][N:4]=1. Given the reactants [CH3:1][N:2]([CH2:9][CH2:10][O:11][C:12]1[CH:25]=[CH:24][C:15]([CH2:16][CH:17]2[S:21][C:20](=[O:22])[NH:19][C:18]2=[O:23])=[CH:14][CH:13]=1)[C:3]1[CH:8]=[CH:7][CH:6]=[CH:5][N:4]=1.[BrH:26], predict the reaction product.